Dataset: Forward reaction prediction with 1.9M reactions from USPTO patents (1976-2016). Task: Predict the product of the given reaction. (1) Given the reactants [O:1]=[C:2]([C:14]1[CH:15]=[N:16][CH:17]=[CH:18][CH:19]=1)[CH:3]([C:9]1[CH:13]=[CH:12][S:11][CH:10]=1)C(OCC)=O, predict the reaction product. The product is: [N:16]1[CH:17]=[CH:18][CH:19]=[C:14]([C:2](=[O:1])[CH2:3][C:9]2[CH:13]=[CH:12][S:11][CH:10]=2)[CH:15]=1. (2) Given the reactants [CH3:1][C:2]1[N:11]=[C:10]([NH:12][C:13]2[CH:18]=[CH:17][CH:16]=[C:15]([C:19]([F:22])([F:21])[F:20])[CH:14]=2)[C:9]2[C:4](=[C:5]([NH2:23])[CH:6]=[CH:7][CH:8]=2)[N:3]=1.[Cl:24][C:25]1[C:30]([C:31](O)=[O:32])=[C:29]([F:34])[C:28]([CH2:35][NH:36][C:37](=[O:42])[C:38]([CH3:41])([CH3:40])[CH3:39])=[CH:27][CH:26]=1.C(Cl)(=O)C(Cl)=O.CCN(C(C)C)C(C)C, predict the reaction product. The product is: [Cl:24][C:25]1[C:30]([C:31]([NH:23][C:5]2[CH:6]=[CH:7][CH:8]=[C:9]3[C:4]=2[N:3]=[C:2]([CH3:1])[N:11]=[C:10]3[NH:12][C:13]2[CH:18]=[CH:17][CH:16]=[C:15]([C:19]([F:22])([F:20])[F:21])[CH:14]=2)=[O:32])=[C:29]([F:34])[C:28]([CH2:35][NH:36][C:37](=[O:42])[C:38]([CH3:40])([CH3:39])[CH3:41])=[CH:27][CH:26]=1.